This data is from Full USPTO retrosynthesis dataset with 1.9M reactions from patents (1976-2016). The task is: Predict the reactants needed to synthesize the given product. (1) Given the product [F:11][CH:10]([F:12])[O:9][CH2:8][C@@:4]([CH3:7])([CH:5]=[CH2:6])[C:3]([OH:13])=[O:2], predict the reactants needed to synthesize it. The reactants are: C[O:2][C:3](=[O:13])[C@:4]([CH2:8][O:9][CH:10]([F:12])[F:11])([CH3:7])[CH:5]=[CH2:6].O.[OH-].[Li+].Cl. (2) The reactants are: [CH3:1][O:2][C:3]1[CH:4]=[C:5]2[C:10](=[CH:11][C:12]=1[O:13][CH3:14])[N:9]=[CH:8][N:7]=[C:6]2[CH:15]1[CH2:20][CH2:19][NH:18][CH2:17][CH2:16]1.[Cl:21][C:22]1[CH:27]=[CH:26][C:25]([N:28]=[C:29]=[O:30])=[CH:24][CH:23]=1. Given the product [Cl:21][C:22]1[CH:27]=[CH:26][C:25]([NH:28][C:29]([N:18]2[CH2:19][CH2:20][CH:15]([C:6]3[C:5]4[C:10](=[CH:11][C:12]([O:13][CH3:14])=[C:3]([O:2][CH3:1])[CH:4]=4)[N:9]=[CH:8][N:7]=3)[CH2:16][CH2:17]2)=[O:30])=[CH:24][CH:23]=1, predict the reactants needed to synthesize it. (3) Given the product [N:22]1([C:2]2[N:3]=[CH:4][C:5]([C:6]([O:8][CH3:9])=[O:7])=[C:10]([C:12]([F:15])([F:14])[F:13])[CH:11]=2)[CH2:26][CH2:25][CH2:24][CH2:23]1, predict the reactants needed to synthesize it. The reactants are: Cl[C:2]1[CH:11]=[C:10]([C:12]([F:15])([F:14])[F:13])[C:5]([C:6]([O:8][CH3:9])=[O:7])=[CH:4][N:3]=1.C(=O)([O-])[O-].[K+].[K+].[NH:22]1[CH2:26][CH2:25][CH2:24][CH2:23]1. (4) The reactants are: [Br:1][C:2]1[CH:3]=[N:4][C:5]([C:8]2[N:9](C)[C:10]3[C:15]([C:16]=2[CH:17]2[CH2:21][CH2:20][CH2:19][CH2:18]2)=[CH:14][CH:13]=[C:12]([C:22]([OH:24])=O)[CH:11]=3)=[N:6][CH:7]=1.S(Cl)(Cl)=[O:27].C(NCC)C.C(N(CC)C(C)C)(C)C.[NH2:44][C:45]1([C:49]2[N:53]([CH3:54])[C:52]3[CH:55]=[C:56](/[CH:59]=[CH:60]/[C:61]([O:63][CH2:64][CH2:65][CH2:66][CH3:67])=[O:62])[CH:57]=[CH:58][C:51]=3[N:50]=2)[CH2:48][CH2:47][CH2:46]1. Given the product [Br:1][C:2]1[CH:3]=[N:4][C:5]([C:8]2[N:9]([OH:27])[C:10]3[C:15]([C:16]=2[CH:17]2[CH2:18][CH2:19][CH2:20][CH2:21]2)=[CH:14][CH:13]=[C:12]([C:22]([NH:44][C:45]2([C:49]4[N:53]([CH3:54])[C:52]5[CH:55]=[C:56](/[CH:59]=[CH:60]/[C:61]([O:63][CH2:64][CH2:65][CH2:66][CH3:67])=[O:62])[CH:57]=[CH:58][C:51]=5[N:50]=4)[CH2:46][CH2:47][CH2:48]2)=[O:24])[CH:11]=3)=[N:6][CH:7]=1, predict the reactants needed to synthesize it. (5) Given the product [CH3:35][O:34][C:32]1[CH:33]=[C:28]([CH:29]=[C:30]([O:36][CH3:37])[CH:31]=1)[CH2:27][N:24]1[CH:19]=[C:18]([CH2:17][NH:16][C:14](=[O:15])[C:13]2[CH:20]=[CH:21][CH:22]=[N:23][C:12]=2[NH:11][C:4]2[CH:3]=[CH:8][C:7]([O:9][CH3:10])=[CH:6][CH:5]=2)[N:26]=[N:25]1, predict the reactants needed to synthesize it. The reactants are: CO[C:3]1[CH:8]=[C:7]([O:9][CH3:10])[CH:6]=[CH:5][C:4]=1[NH:11][C:12]1[N:23]=[CH:22][CH:21]=[CH:20][C:13]=1[C:14]([NH:16][CH2:17][C:18]#[CH:19])=[O:15].[N:24]([CH2:27][C:28]1[CH:33]=[C:32]([O:34][CH3:35])[CH:31]=[C:30]([O:36][CH3:37])[CH:29]=1)=[N+:25]=[N-:26].O.O=C1O[C@H]([C@H](CO)O)C([O-])=C1O.[Na+]. (6) Given the product [N:20]([CH:7]1[CH2:6][CH2:5][N:4]([C:9]([O:11][C:12]([CH3:15])([CH3:14])[CH3:13])=[O:10])[CH2:3][C:2]([OH:1])([CH3:25])[CH2:8]1)=[N+:21]=[N-:22], predict the reactants needed to synthesize it. The reactants are: [O:1]=[C:2]1[CH2:3][N:4]([C:9]([O:11][C:12]([CH3:15])([CH3:14])[CH3:13])=[O:10])[CH2:5][CH2:6][CH:7]=[CH:8]1.C[Si]([N:20]=[N+:21]=[N-:22])(C)C.C[Li].[C:25]([O-])(O)=O.[Na+]. (7) Given the product [Cl-:29].[Cl-:29].[C:1]([C:5]1[CH:6]=[C:7]([C:15]2[CH:23]([Hf+2:33][CH:24]3[C:17]4[C:27](=[CH:22][CH:23]=[CH:15][CH:16]=4)[CH:26]=[C:25]3[C:7]3[CH:6]=[C:5]([C:1]([CH3:3])([CH3:2])[CH3:4])[CH:10]=[C:9]([C:11]([CH3:14])([CH3:13])[CH3:12])[CH:8]=3)[C:22]3[C:17]([CH:16]=2)=[CH:18][CH:19]=[CH:20][CH:21]=3)[CH:8]=[C:9]([C:11]([CH3:14])([CH3:13])[CH3:12])[CH:10]=1)([CH3:2])([CH3:3])[CH3:4], predict the reactants needed to synthesize it. The reactants are: [C:1]([C:5]1[CH:6]=[C:7]([C:15]2[CH2:16][C:17]3[C:22]([CH:23]=2)=[CH:21][CH:20]=[CH:19][CH:18]=3)[CH:8]=[C:9]([C:11]([CH3:14])([CH3:13])[CH3:12])[CH:10]=1)([CH3:4])([CH3:3])[CH3:2].[CH2:24]([Li])[CH2:25][CH2:26][CH3:27].[Cl-:29].[Cl-].[Cl-].[Cl-].[Hf+4:33]. (8) Given the product [OH:1][C:2]([C:5]1[CH:6]=[CH:7][C:8]([C:9]([NH:11][C:12]2[CH:17]=[C:16]([N:18]3[CH2:19][CH2:20][CH:21]([C:24]([NH:36][CH3:35])=[O:26])[CH2:22][CH2:23]3)[N:15]3[N:27]=[CH:28][CH:29]=[C:14]3[N:13]=2)=[O:10])=[CH:30][CH:31]=1)([CH3:3])[CH3:4], predict the reactants needed to synthesize it. The reactants are: [OH:1][C:2]([C:5]1[CH:31]=[CH:30][C:8]([C:9]([NH:11][C:12]2[CH:17]=[C:16]([N:18]3[CH2:23][CH2:22][CH:21]([C:24]([OH:26])=O)[CH2:20][CH2:19]3)[N:15]3[N:27]=[CH:28][CH:29]=[C:14]3[N:13]=2)=[O:10])=[CH:7][CH:6]=1)([CH3:4])[CH3:3].CN.C[CH2:35][N:36]=C=NCCCN(C)C.C1C=CC2N(O)N=NC=2C=1. (9) Given the product [N:6]1([CH2:5][C:4]([NH:14][NH2:15])=[O:3])[CH2:12][CH2:11][CH2:10][CH2:9][CH2:8][CH2:7]1, predict the reactants needed to synthesize it. The reactants are: C([O:3][C:4](=O)[CH2:5][N:6]1[CH2:12][CH2:11][CH2:10][CH2:9][CH2:8][CH2:7]1)C.[NH2:14][NH2:15]. (10) Given the product [CH3:25][O:24][C:19]1[CH:20]=[C:21]2[C:16](=[CH:17][C:18]=1[O:26][CH3:27])[C@@H:15]([CH3:28])[N:14]([C:12]([C:11]1[C:2]([CH2:33][C:32]3[CH:35]=[CH:36][CH:37]=[CH:38][C:31]=3[F:30])=[N:3][C:4]3[C:9]([CH:10]=1)=[CH:8][CH:7]=[CH:6][CH:5]=3)=[O:13])[CH2:23][CH2:22]2, predict the reactants needed to synthesize it. The reactants are: Cl[C:2]1[C:11]([C:12]([N:14]2[CH2:23][CH2:22][C:21]3[C:16](=[CH:17][C:18]([O:26][CH3:27])=[C:19]([O:24][CH3:25])[CH:20]=3)[C@H:15]2[CH3:28])=[O:13])=[CH:10][C:9]2[C:4](=[CH:5][CH:6]=[CH:7][CH:8]=2)[N:3]=1.[Cl-].[F:30][C:31]1[CH:38]=[CH:37][CH:36]=[CH:35][C:32]=1[CH2:33][Zn+].CCCCCCC.